The task is: Regression. Given a target protein amino acid sequence and a drug SMILES string, predict the binding affinity score between them. We predict pKi (pKi = -log10(Ki in M); higher means stronger inhibition). Dataset: bindingdb_ki.. This data is from Drug-target binding data from BindingDB using Ki measurements. (1) The drug is COC(=O)c1ccc2oc(C(=O)C(Cc3ccccc3)NC(=O)Cn3c(-c4ccc(F)cc4)ncc(N)c3=O)nc2c1. The target protein (O35164) has sequence MQALLFLMALLLPSRAGAEEIIGGVESEPHSRPYMAYVNTFSKKGYVAICGGFLIAPQFVMTAAHCSGRRMTVTLGAHNVRKRECTQQKIKVEKYILPPNYNVSSKFNDIVLLKLKKQANLTSAVDVVPLPGPSDFAKPGTMCWAAGWGRTGVKKSISHTLREVELKIVGEKACKIFRHYKDSLQICVGSSTKVASVYMGDSGGPLLCAGVAHGIVSSGRGNAKPPAIFTRISPHVPWINRVIKGE. The pKi is 7.4. (2) The drug is CC(=O)Nc1nnc(S(N)(=O)=O)s1. The target protein (P29029) has sequence MSLLYIILLFTQFLLLPTDAFDRSANTNIAVYWGQNSAGTQESLATYCESSDADIFLLSFLNQFPTLGLNFANACSDTFSDGLLHCTQIAEDIETCQSLGKKVLLSLGGASGSYLFSDDSQAETFAQTLWDTFGEGTGASERPFDSAVVDGFDFDIENNNEVGYSALATKLRTLFAEGTKQYYLSAAPQCPYPDASVGDLLENADIDFAFIQFYNNYCSVSGQFNWDTWLTYAQTVSPNKNIKLFLGLPGSASAAGSGYISDTSLLESTIADIASSSSFGGIALWDASQAFSNELNGEPYVEILKNLLTSASQTATTTVATSKTSAASTSSASTSSASTSQKKTTQSTTSTQSKSKVTLSPTASSAIKTSITQTTKTLTSSTKTKSSLGTTTTESTLNSVAITSMKTTLSSQITSAALVTPQTTTTSIVSSAPIQTAITSTLSPATKSSSVVSLQTATTSTLSPTTTSTSSGSTSSGSTSSDSTARTLAKELNAQYAAGK.... The pKi is 4.7. (3) The small molecule is CNC(=O)c1ccccc1CO[C@@H](C(=O)N[C@H](C(=O)NC)C(C)C)[C@H](O)[C@@H](O)[C@@H](OCc1ccccc1C(=O)NC)C(=O)N[C@H](C(=O)NC)C(C)C. The target protein sequence is PQITLWQRPLVTVKIGGQLKEALLDTGADDTVLEEMNLPGRWKPKMIGGIGGFIKVRQYDQILVEICGHKAIGTVLVGPTPVNIIGRNLLTQIGCTLNF. The pKi is 5.3. (4) The small molecule is Nc1nc2c(Cc3ccc(Cl)cc3)c[nH]c2c(=O)[nH]1. The target protein (P55859) has sequence MANGYTYEDYQDTAKWLLSHTEQRPQVAVICGSGLGGLVNKLTQAQTFDYSEIPNFPESTVPGHAGRLVFGILNGRACVMMQGRFHMYEGYPFWKVTFPVRVFRLLGVETLVVTNAAGGLNPNFEVGDIMLIRDHINLPGFSGENPLRGPNEERFGVRFPAMSDAYDRDMRQKAHSTWKQMGEQRELQEGTYVMLGGPNFETVAECRLLRNLGADAVGMSTVPEVIVARHCGLRVFGFSLITNKVIMDYESQGKANHEEVLEAGKQAAQKLEQFVSLLMASIPVSGHTG. The pKi is 8.0. (5) The compound is CCOC(=O)[C@H](CCc1ccccc1)N[C@@H](C)C(=O)N1CCC[C@H]1C(=O)O. The target protein (P51574) has sequence MGMSKSRGCFGYPLSIFFIVVNEFCERFSYYGMRALLVLYFRNFLGWDDDLSTAIYHTFVALCYLTPILGALIADSWLGKFKTIVSLSIVYTIGQAVISVSSINDLTDHDHDGSPNNLPLHVALSMIGLALIALGTGGIKPCVSAFGGDQFEEGQEKQRNRFFSIFYLAINAGSLLSTIITPILRVQQCGIHSQQACYPLAFGVPAALMAVALIVFVLGSGMYKKFQPQGNIMGKVAKCIRFAIKNRFRHRSKAFPKRNHWLDWAKEKYDERLISQIKIMTKVMFLYIPLPMFWALFDQQGSRWTLQATTMTGKIGTIEIQPDQMQTVNAILIVIMVPIVDAVVYPLIAKCGFNFTSLKKMTVGMFLASMAFVVAAIVQVEIDKTLPVFPSGNQVQIKVLNIGNNDMAVYFPGKNVTVAQMSQTDTFMTFDVDQLTSINVSSPGSPGVTTVAHEFEPGHRHTLLVWGPNLYRVVKDGLNQKPEKGENGIRFVSTLNEMIT.... The pKi is 2.4. (6) The small molecule is C=CC1C[C@]1(NC(=O)[C@@H](NC(=O)C(NC(=O)OC(C)(C)C)C(C)C)c1ccc(Oc2cc(-c3ccccc3)nc3cc(OC)ccc23)cc1)C(=O)NS(=O)(=O)c1ccccc1. The target protein sequence is VFTDNSSPPAVPQSFQVAHLHAPTGSGKSTKVPAAYAAQGYKVLVLNPSVAATLGFGAYMSKAHGVDPNIRTGVRTITTGSPITYSTYGKFLADGGCSGGAYDIIICDECHSTDATSILGIGTVLDQAETAGARLVVLATATPPGSVTVSHPNIEEVALSTTGEIPFYGKAIPLEVIKGGRHLIFCHSKKKCDELAAKLVALGINAVAYYRGLDVSVIPTSGDVVVVSTDALMTGFTGDFDSVIDCNTCVTQTVDFSLDPTFTIETTTLPQDAVSRTQRRGRTGRGKPGIYRFVAPGERPSGMFDSSVLCECYDAGCAWYELTPAETTVRLRAYMNTPGLPVCQDHLEFWEGVFTGLTHIDAHFLSQTKQSGENFPYLVAYQATVCARAQAPPPSWDQMWKCLIRLKPTLHGPTPLLYRLGAVQNEVT. The pKi is 6.5.